This data is from Forward reaction prediction with 1.9M reactions from USPTO patents (1976-2016). The task is: Predict the product of the given reaction. (1) Given the reactants [CH3:1][C:2]([CH3:4])=[O:3].[CH3:5][OH:6].[OH-:7].[Na+].S(=O)(=O)(O)[OH:10].[OH:14][CH2:15][CH:16](CO)[OH:17], predict the reaction product. The product is: [O:6]=[CH:5][C@@H:1]([C@H:2]([C@@H:4]([C@@H:15]([CH2:16][OH:17])[OH:14])[OH:10])[OH:3])[OH:7]. (2) The product is: [CH2:6]([N:8]([CH2:9][CH3:10])[C:3](=[O:4])[CH2:2][N:11]([C:12]1[CH:17]=[CH:16][CH:15]=[CH:14][CH:13]=1)[S:24]([C:20]1[CH:19]=[C:18]([CH3:28])[CH:23]=[CH:22][CH:21]=1)(=[O:26])=[O:25])[CH3:7]. Given the reactants Br[CH2:2][C:3](Br)=[O:4].[CH2:6]([NH:8][CH2:9][CH3:10])[CH3:7].[NH2:11][C:12]1[CH:17]=[CH:16][CH:15]=[CH:14][CH:13]=1.[C:18]1([CH3:28])[CH:23]=[CH:22][CH:21]=[C:20]([S:24](Cl)(=[O:26])=[O:25])[CH:19]=1, predict the reaction product.